From a dataset of Forward reaction prediction with 1.9M reactions from USPTO patents (1976-2016). Predict the product of the given reaction. (1) Given the reactants FC(F)(F)C([N:5]([C@@H:13]1[CH2:15][C@H:14]1[C:16]1[CH:21]=[CH:20][CH:19]=[CH:18][CH:17]=1)[CH2:6][CH:7]1[CH2:12][CH2:11][NH:10][CH2:9][CH2:8]1)=O.N1C=CC=CC=1.[C:30]1([S:36](Cl)(=[O:38])=[O:37])[CH:35]=[CH:34][CH:33]=[CH:32][CH:31]=1.[NH4+].[Cl-], predict the reaction product. The product is: [C:16]1([C@@H:14]2[CH2:15][C@H:13]2[NH:5][CH2:6][CH:7]2[CH2:8][CH2:9][N:10]([S:36]([C:30]3[CH:35]=[CH:34][CH:33]=[CH:32][CH:31]=3)(=[O:38])=[O:37])[CH2:11][CH2:12]2)[CH:17]=[CH:18][CH:19]=[CH:20][CH:21]=1. (2) Given the reactants [F:1][C:2]1[C:11]([O:12][CH3:13])=[C:10]2[C:5]([C:6](=[O:23])[C:7]([C:18]([O:20]CC)=[O:19])=[CH:8][N:9]2[C@@H:14]2[CH2:16][C@@H:15]2[F:17])=[CH:4][CH:3]=1.Cl, predict the reaction product. The product is: [F:1][C:2]1[C:11]([O:12][CH3:13])=[C:10]2[C:5]([C:6](=[O:23])[C:7]([C:18]([OH:20])=[O:19])=[CH:8][N:9]2[C@@H:14]2[CH2:16][C@@H:15]2[F:17])=[CH:4][CH:3]=1. (3) Given the reactants O[CH2:2][CH:3]([C:5]1[CH:17]=[CH:16][C:8]([C:9]([O:11][C:12]([CH3:15])([CH3:14])[CH3:13])=[O:10])=[CH:7][C:6]=1[N+:18]([O-:20])=[O:19])[CH3:4].N1C=CC=CC=1.[C:27](Cl)([O:29][CH2:30][CH:31]1[C:43]2[C:38](=[CH:39][CH:40]=[CH:41][CH:42]=2)[C:37]2[C:32]1=[CH:33][CH:34]=[CH:35][CH:36]=2)=[O:28].[Al], predict the reaction product. The product is: [C:27]([CH2:2][CH:3]([C:5]1[CH:17]=[CH:16][C:8]([C:9]([O:11][C:12]([CH3:15])([CH3:14])[CH3:13])=[O:10])=[CH:7][C:6]=1[N+:18]([O-:20])=[O:19])[CH3:4])([O:29][CH2:30][CH:31]1[C:32]2[C:37](=[CH:36][CH:35]=[CH:34][CH:33]=2)[C:38]2[C:43]1=[CH:42][CH:41]=[CH:40][CH:39]=2)=[O:28]. (4) Given the reactants [NH2:1][C:2]1[C:7]([CH:8]=[CH:9]OCC)=[C:6]([C:13]([O:15][CH3:16])=[O:14])[N:5]=[C:4]([Cl:17])[N:3]=1.Cl, predict the reaction product. The product is: [Cl:17][C:4]1[N:5]=[C:6]([C:13]([O:15][CH3:16])=[O:14])[C:7]2[CH:8]=[CH:9][NH:1][C:2]=2[N:3]=1. (5) Given the reactants [CH2:1]([O:3][C:4](=[O:21])[C:5]1[CH:10]=[CH:9][C:8]([C:11]2[NH:20][C:14]3[N:15]=[CH:16][N:17]=[C:18]([Cl:19])[C:13]=3[CH:12]=2)=[CH:7][CH:6]=1)[CH3:2].C([O-])([O-])=O.[K+].[K+].[CH3:28][O:29][C:30]1[CH:37]=[CH:36][C:33]([CH2:34]Cl)=[CH:32][CH:31]=1, predict the reaction product. The product is: [CH2:1]([O:3][C:4](=[O:21])[C:5]1[CH:6]=[CH:7][C:8]([C:11]2[N:20]=[C:14]3[N:15]([CH2:34][C:33]4[CH:36]=[CH:37][C:30]([O:29][CH3:28])=[CH:31][CH:32]=4)[CH:16]=[N:17][C:18]([Cl:19])=[C:13]3[CH:12]=2)=[CH:9][CH:10]=1)[CH3:2]. (6) Given the reactants [Cl:1][C:2]1[CH:7]=[CH:6][CH:5]=[C:4]([Cl:8])[C:3]=1[CH2:9][S:10]([C:13]1[CH:14]=[C:15]2[C:19](=[CH:20][CH:21]=1)[NH:18][C:17](=[O:22])/[C:16]/2=[CH:23]\[C:24]1[NH:28][C:27]([CH3:29])=[C:26]([C:30](O)=[O:31])[C:25]=1[CH3:33])(=[O:12])=[O:11].C1C=CC2N(O)N=NC=2C=1.CCN=C=NCCCN(C)C.Cl.[NH2:56][C:57]([CH3:62])([CH2:60][OH:61])[CH2:58][OH:59], predict the reaction product. The product is: [OH:59][CH2:58][C:57]([NH:56][C:30]([C:26]1[C:25]([CH3:33])=[C:24](/[CH:23]=[C:16]2\[C:17](=[O:22])[NH:18][C:19]3[C:15]\2=[CH:14][C:13]([S:10]([CH2:9][C:3]2[C:2]([Cl:1])=[CH:7][CH:6]=[CH:5][C:4]=2[Cl:8])(=[O:12])=[O:11])=[CH:21][CH:20]=3)[NH:28][C:27]=1[CH3:29])=[O:31])([CH2:60][OH:61])[CH3:62]. (7) Given the reactants Cl[C:2]1[C:3]([NH2:9])=[N:4][CH:5]=[N:6][C:7]=1Cl.[NH2:10][CH2:11][CH:12]1[CH2:17][CH2:16][N:15]([C:18]([O:20]C(C)(C)C)=O)[CH2:14][CH2:13]1.[O:25]([C:32]1[CH:37]=[CH:36][C:35](B(O)O)=[CH:34][CH:33]=1)[C:26]1[CH:31]=[CH:30][CH:29]=[CH:28][CH:27]=1.[C:41](O)(=O)[C:42]#C, predict the reaction product. The product is: [NH2:9][C:3]1[N:4]=[CH:5][N:6]=[C:7]([NH:10][CH2:11][CH:12]2[CH2:13][CH2:14][N:15]([C:18](=[O:20])[C:41]#[CH:42])[CH2:16][CH2:17]2)[C:2]=1[C:29]1[CH:30]=[CH:31][C:26]([O:25][C:32]2[CH:37]=[CH:36][CH:35]=[CH:34][CH:33]=2)=[CH:27][CH:28]=1.